From a dataset of Forward reaction prediction with 1.9M reactions from USPTO patents (1976-2016). Predict the product of the given reaction. Given the reactants [Cl:1][CH2:2][C:3]1[C:4]([C:19](Cl)=[O:20])=[N:5][O:6][C:7]=1[C:8]1[CH:13]=[CH:12][C:11]([C:14]([F:17])([F:16])[F:15])=[C:10]([F:18])[CH:9]=1.[NH2:22][C@H:23]1[CH2:28][CH2:27][CH2:26][C@@H:25]([OH:29])[CH2:24]1.C(N(CC)CC)C.C(=O)(O)[O-].[Na+], predict the reaction product. The product is: [Cl:1][CH2:2][C:3]1[C:4]([C:19]([NH:22][C@H:23]2[CH2:28][CH2:27][CH2:26][C@@H:25]([OH:29])[CH2:24]2)=[O:20])=[N:5][O:6][C:7]=1[C:8]1[CH:13]=[CH:12][C:11]([C:14]([F:17])([F:16])[F:15])=[C:10]([F:18])[CH:9]=1.